From a dataset of Reaction yield outcomes from USPTO patents with 853,638 reactions. Predict the reaction yield, written as a fraction of the theoretical maximum amount of product (1.0 means a 100% yield; for example, 0.34 means a 34% yield). (1) The catalyst is O1CCCC1.O. The reactants are [H-].[OH-].[Li+].C[O:5][C:6](=[O:39])[CH:7]([NH:12][C:13]([C:15]1[N:16]=[N:17][C:18]([N:21]2[CH2:26][CH2:25][N:24]([C:27](=[O:38])[C:28]3[CH:33]=[CH:32][CH:31]=[CH:30][C:29]=3[C:34]([F:37])([F:36])[F:35])[CH2:23][CH2:22]2)=[CH:19][CH:20]=1)=[O:14])[CH2:8][CH:9]([CH3:11])[CH3:10]. The product is [CH3:10][CH:9]([CH3:11])[CH2:8][CH:7]([NH:12][C:13]([C:15]1[N:16]=[N:17][C:18]([N:21]2[CH2:22][CH2:23][N:24]([C:27](=[O:38])[C:28]3[CH:33]=[CH:32][CH:31]=[CH:30][C:29]=3[C:34]([F:37])([F:36])[F:35])[CH2:25][CH2:26]2)=[CH:19][CH:20]=1)=[O:14])[C:6]([OH:39])=[O:5]. The yield is 0.740. (2) The catalyst is [Zn+2].[I-].[I-].C1(C)C=CC=CC=1. The reactants are [F:1][C:2]([F:15])([O:6][C:7]1[CH:8]=[C:9]([CH:12]=[CH:13][CH:14]=1)[CH:10]=[O:11])[CH:3]([F:5])[F:4].[O:16]([C:23]1[CH:24]=[C:25]([NH:29][CH2:30][CH:31](O)[C:32]([F:35])([F:34])[F:33])[CH:26]=[CH:27][CH:28]=1)[C:17]1[CH:22]=[CH:21][CH:20]=[CH:19][CH:18]=1. The product is [O:16]([C:23]1[CH:24]=[C:25]([N:29]2[CH2:30][CH:31]([C:32]([F:33])([F:34])[F:35])[O:11][CH:10]2[C:9]2[CH:12]=[CH:13][CH:14]=[C:7]([O:6][C:2]([F:15])([F:1])[CH:3]([F:4])[F:5])[CH:8]=2)[CH:26]=[CH:27][CH:28]=1)[C:17]1[CH:18]=[CH:19][CH:20]=[CH:21][CH:22]=1. The yield is 0.920. (3) The reactants are [Cl:1][C:2]1[CH:11]=[CH:10][C:9](I)=[CH:8][C:3]=1[C:4]([O:6][CH3:7])=[O:5].C(=O)([O-])[O-].[Cs+].[Cs+].C1C=CC(P(C2C(C3C(P(C4C=CC=CC=4)C4C=CC=CC=4)=CC=C4C=3C=CC=C4)=C3C(C=CC=C3)=CC=2)C2C=CC=CC=2)=CC=1.[CH2:65]([N:67]([CH2:73][CH3:74])[CH:68]1[CH2:72][CH2:71][NH:70][CH2:69]1)[CH3:66]. The catalyst is O1CCOCC1.C([O-])(=O)C.[Pd+2].C([O-])(=O)C. The product is [Cl:1][C:2]1[CH:11]=[CH:10][C:9]([N:70]2[CH2:71][CH2:72][CH:68]([N:67]([CH2:73][CH3:74])[CH2:65][CH3:66])[CH2:69]2)=[CH:8][C:3]=1[C:4]([O:6][CH3:7])=[O:5]. The yield is 0.245. (4) The reactants are C1C(=O)N([Br:8])C(=O)C1.[CH3:9][O:10][C:11]1[CH:12]=[C:13]([P:19](=[O:36])([C:28]2[CH:33]=[C:32]([CH3:34])[CH:31]=[C:30]([CH3:35])[CH:29]=2)[C:20]2[CH:25]=[C:24]([CH3:26])[CH:23]=[C:22]([CH3:27])[CH:21]=2)[CH:14]=[C:15]([O:17][CH3:18])[CH:16]=1.C([O-])([O-])=O.[Na+].[Na+].CCOCC.CCCCCC. The catalyst is C(Cl)Cl. The product is [Br:8][C:14]1[C:15]([O:17][CH3:18])=[CH:16][C:11]([O:10][CH3:9])=[CH:12][C:13]=1[P:19](=[O:36])([C:28]1[CH:29]=[C:30]([CH3:35])[CH:31]=[C:32]([CH3:34])[CH:33]=1)[C:20]1[CH:25]=[C:24]([CH3:26])[CH:23]=[C:22]([CH3:27])[CH:21]=1. The yield is 0.930. (5) The reactants are O[C:2]1([OH:20])[C:10](=[O:11])[C:9]2[C:4](=[CH:5][CH:6]=[C:7]([N+:16]([O-:18])=[O:17])[C:8]=2[NH:12][C:13](=[O:15])[CH3:14])[C:3]1=[O:19].[Se]=O.CC(O)=O.[CH:27]([C:30]1[CH:35]=[CH:34][CH:33]=[C:32]([O:36][CH3:37])[CH:31]=1)([CH3:29])[CH3:28]. The catalyst is O1CCOCC1. The product is [OH:20][C:2]1([C:33]2[CH:34]=[CH:35][C:30]([CH:27]([CH3:29])[CH3:28])=[CH:31][C:32]=2[O:36][CH3:37])[C:10](=[O:11])[C:9]2[C:4](=[CH:5][CH:6]=[C:7]([N+:16]([O-:18])=[O:17])[C:8]=2[NH:12][C:13](=[O:15])[CH3:14])[C:3]1=[O:19]. The yield is 0.140.